From a dataset of Full USPTO retrosynthesis dataset with 1.9M reactions from patents (1976-2016). Predict the reactants needed to synthesize the given product. (1) Given the product [C:11]([C@:15]1([CH3:44])[C@@H:28]2[C@@:19]3([CH2:30][CH2:29][C@@:26]4([CH2:27]2)[C@@:21]25[C:37]6[C:32](=[CH:33][CH:34]=[C:35]([O:39][CH3:3])[C:36]=6[O:38][C@@H:20]32)[CH2:31][C@H:25]4[N:24]([CH3:40])[CH2:23][CH2:22]5)[O:18][CH2:17][O:16]1)([CH3:13])([CH3:12])[CH3:14], predict the reactants needed to synthesize it. The reactants are: CI.[CH2:3](Br)C1C=CC=CC=1.[C:11]([C@:15]1([CH3:44])[C@@H:28]2[C@@:19]3([CH2:30][CH2:29][C@:26]4([CH2:27]2)[C@@:21]25[C:37]6[C:32](=[CH:33][CH:34]=[C:35]([OH:39])[C:36]=6[O:38][C@@H:20]32)[CH2:31][C@H:25]4[N:24]([CH2:40]C2CC2)[CH2:23][CH2:22]5)[O:18][CH2:17][O:16]1)([CH3:14])([CH3:13])[CH3:12]. (2) Given the product [C:58]([O:37][C:36]([N:6]1[C:5]2[CH:28]=[C:29]([Cl:30])[C:2]([N:31]3[CH2:35][CH2:34][CH2:33][CH2:32]3)=[CH:3][C:4]=2[O:9][CH:8]([C:10]([N:12]2[CH2:13][CH2:14][C:15]([C:18]#[N:19])([CH2:20][C:21]3[CH:22]=[CH:23][C:24]([F:27])=[CH:25][CH:26]=3)[CH2:16][CH2:17]2)=[O:11])[CH2:7]1)=[O:39])([CH3:63])([CH3:59])[CH3:57], predict the reactants needed to synthesize it. The reactants are: Br[C:2]1[C:29]([Cl:30])=[CH:28][C:5]2[NH:6][CH2:7][CH:8]([C:10]([N:12]3[CH2:17][CH2:16][C:15]([CH2:20][C:21]4[CH:26]=[CH:25][C:24]([F:27])=[CH:23][CH:22]=4)([C:18]#[N:19])[CH2:14][CH2:13]3)=[O:11])[O:9][C:4]=2[CH:3]=1.[NH:31]1[CH2:35][CH2:34][CH2:33][CH2:32]1.[C:36](=[O:39])([O-])[O-:37].[Cs+].[Cs+].C1C=CC(P(C2C([C:57]3C(P(C4C=CC=CC=4)C4C=CC=CC=4)=CC=[C:63]4[C:58]=3[CH:59]=CC=C4)=[C:63]3[C:58]([CH:59]=CC=C3)=[CH:57]C=2)C2C=CC=CC=2)=CC=1.